This data is from Forward reaction prediction with 1.9M reactions from USPTO patents (1976-2016). The task is: Predict the product of the given reaction. Given the reactants [CH2:1]([NH:8][CH2:9][CH2:10][OH:11])[C:2]1[CH:7]=[CH:6][CH:5]=[CH:4][CH:3]=1.[OH-].[Na+].[C:14](O[C:14]([O:16][C:17]([CH3:20])([CH3:19])[CH3:18])=[O:15])([O:16][C:17]([CH3:20])([CH3:19])[CH3:18])=[O:15], predict the reaction product. The product is: [CH2:1]([N:8]([CH2:9][CH2:10][OH:11])[C:14](=[O:15])[O:16][C:17]([CH3:20])([CH3:19])[CH3:18])[C:2]1[CH:7]=[CH:6][CH:5]=[CH:4][CH:3]=1.